Dataset: Catalyst prediction with 721,799 reactions and 888 catalyst types from USPTO. Task: Predict which catalyst facilitates the given reaction. (1) Reactant: [OH:1][C@H:2]1[CH2:7][N:6](C(OCC2C=CC=CC=2)=O)[C@H:5]([CH3:18])[CH2:4][CH2:3]1.[C:27](O[C:27]([O:29][C:30]([CH3:33])([CH3:32])[CH3:31])=[O:28])([O:29][C:30]([CH3:33])([CH3:32])[CH3:31])=[O:28]. Product: [OH:1][C@H:2]1[CH2:7][N:6]([C:27]([O:29][C:30]([CH3:31])([CH3:32])[CH3:33])=[O:28])[C@H:5]([CH3:18])[CH2:4][CH2:3]1. The catalyst class is: 99. (2) Reactant: O=C1C2C(=CC=CC=2)C(=O)[N:3]1[CH2:12][C@H:13]1[O:17][C:16]([CH3:19])([CH3:18])[O:15][C@@H:14]1[CH2:20][NH:21][C:22](=[O:28])[O:23][C:24]([CH3:27])([CH3:26])[CH3:25].NN. Product: [NH2:3][CH2:12][C@H:13]1[O:17][C:16]([CH3:18])([CH3:19])[O:15][C@@H:14]1[CH2:20][NH:21][C:22](=[O:28])[O:23][C:24]([CH3:27])([CH3:26])[CH3:25]. The catalyst class is: 8. (3) Reactant: [Br:1][C:2]1[CH:3]=[C:4]([NH2:17])[C:5]2[C:9]([CH:10]=1)=[N:8][N:7]([CH:11]1[CH2:16][CH2:15][CH2:14][CH2:13][O:12]1)[CH:6]=2.N1C=CC=CC=1.[Cl:24][CH2:25][C:26]1[S:27][CH:28]=[C:29]([C:31](Cl)=[O:32])[N:30]=1.C(=O)(O)[O-].[Na+]. Product: [Br:1][C:2]1[CH:3]=[C:4]([NH:17][C:31]([C:29]2[N:30]=[C:26]([CH2:25][Cl:24])[S:27][CH:28]=2)=[O:32])[C:5]2[C:9]([CH:10]=1)=[N:8][N:7]([CH:11]1[CH2:16][CH2:15][CH2:14][CH2:13][O:12]1)[CH:6]=2. The catalyst class is: 2. (4) Reactant: [H-].[Na+].[CH3:3][O:4][C:5]([C:7]1[CH:26]=[CH:25][C:10]([CH2:11][CH:12]([C:19]([O:21][CH2:22][CH:23]=[CH2:24])=[O:20])[C:13]([O:15][CH2:16][CH:17]=[CH2:18])=[O:14])=[CH:9][CH:8]=1)=[O:6].Br[CH:28]([CH2:31][CH2:32][CH3:33])[C:29]#[N:30].O. Product: [C:29]([CH2:28][CH2:31][CH2:32][CH2:33][C:12]([CH2:11][C:10]1[CH:9]=[CH:8][C:7]([C:5]([O:4][CH3:3])=[O:6])=[CH:26][CH:25]=1)([C:19]([O:21][CH2:22][CH:23]=[CH2:24])=[O:20])[C:13]([O:15][CH2:16][CH:17]=[CH2:18])=[O:14])#[N:30]. The catalyst class is: 3. (5) Reactant: [CH3:1][C:2]1[CH:11]=[CH:10][C:9]2[C:4](=[CH:5][CH:6]=[CH:7][C:8]=2[N:12]2[CH2:17][CH2:16][N:15]([CH2:18][CH2:19][C:20]3[CH:21]=[C:22]([CH:24]=[CH:25][CH:26]=3)[NH2:23])[CH2:14][CH2:13]2)[N:3]=1.[C:27]([O:31][C:32]([N:34]1[CH2:40][CH2:39][CH2:38][C@H:35]1[CH:36]=O)=[O:33])([CH3:30])([CH3:29])[CH3:28].C(O[BH-](OC(=O)C)OC(=O)C)(=O)C.[Na+]. Product: [CH3:1][C:2]1[CH:11]=[CH:10][C:9]2[C:4](=[CH:5][CH:6]=[CH:7][C:8]=2[N:12]2[CH2:13][CH2:14][N:15]([CH2:18][CH2:19][C:20]3[CH:21]=[C:22]([NH:23][CH2:36][CH:35]4[CH2:38][CH2:39][CH2:40][N:34]4[C:32]([O:31][C:27]([CH3:28])([CH3:30])[CH3:29])=[O:33])[CH:24]=[CH:25][CH:26]=3)[CH2:16][CH2:17]2)[N:3]=1. The catalyst class is: 5. (6) Reactant: [CH3:1][NH:2][C:3]1[C:8]([CH:9]=O)=[CH:7][N:6]=[C:5]2[NH:11][CH:12]=[CH:13][C:4]=12.[CH3:14][O:15][C:16]1[CH:17]=[C:18]([NH2:24])[CH:19]=[C:20]([O:22][CH3:23])[CH:21]=1.C(O)(=O)C.C([BH3-])#N.[Na+].C([O-])([O-])=O.[Na+].[Na+]. Product: [CH3:23][O:22][C:20]1[CH:19]=[C:18]([NH:24][CH2:9][C:8]2[CH:7]=[N:6][C:5]3[NH:11][CH:12]=[CH:13][C:4]=3[C:3]=2[NH:2][CH3:1])[CH:17]=[C:16]([O:15][CH3:14])[CH:21]=1. The catalyst class is: 8. (7) Reactant: CCN(CC)CC.[CH3:8][C:9]([NH2:13])([CH3:12])[CH2:10][OH:11].[CH3:14][C:15]([O:18][C:19](O[C:19]([O:18][C:15]([CH3:17])([CH3:16])[CH3:14])=[O:20])=[O:20])([CH3:17])[CH3:16]. Product: [OH:11][CH2:10][C:9]([NH:13][C:19](=[O:20])[O:18][C:15]([CH3:17])([CH3:16])[CH3:14])([CH3:12])[CH3:8]. The catalyst class is: 1. (8) The catalyst class is: 188. Reactant: C(NC(C)C)(C)C.C([Li])CCC.[Cl:13][C:14]1[CH:19]=[C:18]([C:20]([F:23])([F:22])[F:21])[CH:17]=[CH:16][N:15]=1.Cl[C:25]([O:27][CH2:28][CH3:29])=[O:26].C(=O)([O-])O.[Na+]. Product: [Cl:13][C:14]1[N:15]=[CH:16][CH:17]=[C:18]([C:20]([F:21])([F:22])[F:23])[C:19]=1[C:25]([O:27][CH2:28][CH3:29])=[O:26]. (9) Reactant: [O:1]=[C:2]1[N:7]([C@H:8]2[CH2:13][CH2:12][C@H:11]([CH:14]=O)[CH2:10][CH2:9]2)[C:6]2[C:16]3[CH:22]=[CH:21][N:20]([CH2:23][O:24][CH2:25][CH2:26][Si:27]([CH3:30])([CH3:29])[CH3:28])[C:17]=3[N:18]=[CH:19][C:5]=2[C:4](=[O:31])[NH:3]1.Cl.[F:33][C:34]([F:38])([F:37])[CH2:35][NH2:36].B.N1C=CC=CC=1C.[OH-].[Na+]. Product: [F:33][C:34]([F:38])([F:37])[CH2:35][NH:36][CH2:14][CH:11]1[CH2:10][CH2:9][CH:8]([N:7]2[C:6]3[C:16]4[CH:22]=[CH:21][N:20]([CH2:23][O:24][CH2:25][CH2:26][Si:27]([CH3:30])([CH3:29])[CH3:28])[C:17]=4[N:18]=[CH:19][C:5]=3[C:4](=[O:31])[NH:3][C:2]2=[O:1])[CH2:13][CH2:12]1. The catalyst class is: 130.